From a dataset of Catalyst prediction with 721,799 reactions and 888 catalyst types from USPTO. Predict which catalyst facilitates the given reaction. (1) Product: [C:21]([O:24][C:25]1[CH:30]=[CH:29][C:28]([C:31]2[S:32][CH:33]=[C:34]([C:36]([O:38][CH3:39])=[O:37])[N:35]=2)=[CH:27][C:26]=1[O:40][C:41](=[O:43])[CH3:42])(=[O:23])[CH3:22]. The catalyst class is: 53. Reactant: BrN1C(=O)CCC1=O.CC(N=NC(C#N)(C)C)(C#N)C.[C:21]([O:24][C:25]1[CH:30]=[CH:29][C:28]([CH:31]2[NH:35][C@H:34]([C:36]([O:38][CH3:39])=[O:37])[CH2:33][S:32]2)=[CH:27][C:26]=1[O:40][C:41](=[O:43])[CH3:42])(=[O:23])[CH3:22]. (2) Reactant: C(Cl)(=O)C(Cl)=O.CS(C)=O.[CH3:11][O:12][C:13]1[CH:39]=[CH:38][C:16]([CH2:17][O:18][C:19]2[CH:20]=[CH:21][CH:22]=[C:23]3[C:28]=2[N:27]=[CH:26][CH:25]=[C:24]3[N:29]2[CH2:34][CH2:33][N:32]([CH2:35][CH2:36][OH:37])[CH2:31][CH2:30]2)=[CH:15][CH:14]=1.CCN(CC)CC. Product: [CH3:11][O:12][C:13]1[CH:14]=[CH:15][C:16]([CH2:17][O:18][C:19]2[CH:20]=[CH:21][CH:22]=[C:23]3[C:28]=2[N:27]=[CH:26][CH:25]=[C:24]3[N:29]2[CH2:34][CH2:33][N:32]([CH2:35][CH:36]=[O:37])[CH2:31][CH2:30]2)=[CH:38][CH:39]=1. The catalyst class is: 2. (3) Reactant: [O:1]=[C:2]1[C:11]([CH:12]2[CH2:17][CH2:16][N:15]([C:18]([O:20][C@H:21]([CH2:26][C:27]3[CH:35]=[C:34]([CH3:36])[C:33]4[C:29](=[CH:30][N:31]([CH2:37][O:38][CH3:39])[N:32]=4)[CH:28]=3)[C:22](OC)=[O:23])=[O:19])[CH2:14][CH2:13]2)=[CH:10][C:9]2[C:4](=[CH:5][CH:6]=[CH:7][CH:8]=2)[NH:3]1.[BH4-].[Li+]. Product: [O:1]=[C:2]1[C:11]([CH:12]2[CH2:13][CH2:14][N:15]([C:18]([O:20][C@H:21]([CH2:26][C:27]3[CH:35]=[C:34]([CH3:36])[C:33]4[C:29](=[CH:30][N:31]([CH2:37][O:38][CH3:39])[N:32]=4)[CH:28]=3)[CH2:22][OH:23])=[O:19])[CH2:16][CH2:17]2)=[CH:10][C:9]2[C:4](=[CH:5][CH:6]=[CH:7][CH:8]=2)[NH:3]1. The catalyst class is: 7. (4) Reactant: [OH:1][CH:2]1[CH2:7][CH2:6][CH:5]([C:8]([OH:10])=O)[CH2:4][CH2:3]1.[Cl:11][C:12]1[CH:18]=[CH:17][C:15]([NH2:16])=[CH:14][CH:13]=1.F[P-](F)(F)(F)(F)F.CN(C(N(C)C)=[N+]1C2C(=NC=CC=2)[N+]([O-])=N1)C.C(N(C(C)C)CC)(C)C. Product: [Cl:11][C:12]1[CH:18]=[CH:17][C:15]([NH:16][C:8]([CH:5]2[CH2:4][CH2:3][CH:2]([OH:1])[CH2:7][CH2:6]2)=[O:10])=[CH:14][CH:13]=1. The catalyst class is: 329. (5) Reactant: C[O:2][C:3](=[O:22])[C:4]1[CH:9]=[CH:8][C:7]([CH:10]=[CH:11][C:12]2[C:20]3[C:15](=[CH:16][CH:17]=[CH:18][CH:19]=3)[NH:14][N:13]=2)=[C:6]([NH2:21])[CH:5]=1.C(N(CC)CC)C.[O:30]1[CH:34]=[CH:33][CH:32]=[C:31]1[C:35](Cl)=[O:36].[OH-].[Na+].Cl. The catalyst class is: 36. Product: [NH:14]1[C:15]2[C:20](=[CH:19][CH:18]=[CH:17][CH:16]=2)[C:12](/[CH:11]=[CH:10]/[C:7]2[CH:8]=[CH:9][C:4]([C:3]([OH:2])=[O:22])=[CH:5][C:6]=2[NH:21][C:35]([C:31]2[O:30][CH:34]=[CH:33][CH:32]=2)=[O:36])=[N:13]1. (6) Reactant: [CH3:1][O:2][C:3]1[CH:4]=[C:5]([C:11]2[N:16]=[CH:15][C:14](/[CH:17]=[CH:18]/[C:19]([O:21]C(C)(C)C)=[O:20])=[CH:13][CH:12]=2)[CH:6]=[CH:7][C:8]=1[O:9][CH3:10].[F:26][C:27]([F:32])([F:31])[C:28]([OH:30])=[O:29]. Product: [F:26][C:27]([F:32])([F:31])[C:28]([OH:30])=[O:29].[CH3:1][O:2][C:3]1[CH:4]=[C:5]([C:11]2[N:16]=[CH:15][C:14](/[CH:17]=[CH:18]/[C:19]([OH:21])=[O:20])=[CH:13][CH:12]=2)[CH:6]=[CH:7][C:8]=1[O:9][CH3:10]. The catalyst class is: 2. (7) Reactant: [C:1]1([N:7]2[C:11]3[CH:12]=[C:13]([C:18]#[N:19])[C:14]([C:16]#[N:17])=[CH:15][C:10]=3[N:9]=[CH:8]2)[CH:6]=[CH:5][CH:4]=[CH:3][CH:2]=1.[CH2:20](Cl)Cl.[F:23][C:24]([F:31])([F:30])[S:25]([O:28]C)(=[O:27])=[O:26]. Product: [F:23][C:24]([F:31])([F:30])[S:25]([O-:28])(=[O:27])=[O:26].[C:16]([C:14]1[C:13]([C:18]#[N:19])=[CH:12][C:11]2[N:7]([C:1]3[CH:2]=[CH:3][CH:4]=[CH:5][CH:6]=3)[CH:8]=[N+:9]([CH3:20])[C:10]=2[CH:15]=1)#[N:17]. The catalyst class is: 28.